Task: Predict the reaction yield, written as a fraction of the theoretical maximum amount of product (1.0 means a 100% yield; for example, 0.34 means a 34% yield).. Dataset: Reaction yield outcomes from USPTO patents with 853,638 reactions (1) The reactants are [Cl:1][C:2]1[CH:3]=[C:4]([C:13]([OH:15])=[O:14])[S:5][C:6]=1[C:7]1[N:11]([CH3:12])[N:10]=[CH:9][CH:8]=1.[Cl:16]N1C(=O)CCC1=O. The catalyst is C1COCC1. The product is [Cl:1][C:2]1[CH:3]=[C:4]([C:13]([OH:15])=[O:14])[S:5][C:6]=1[C:7]1[N:11]([CH3:12])[N:10]=[CH:9][C:8]=1[Cl:16]. The yield is 0.980. (2) The yield is 0.600. The catalyst is CN(C=O)C.[I-].C([N+](CCCC)(CCCC)CCCC)CCC. The product is [Cl:1][C:2]1[CH:3]=[C:4]([NH:9][C:10]2[C:19]3[C:14](=[CH:15][C:16]([O:21][CH3:22])=[C:17]([O:20][CH2:30][CH2:31][CH2:32][N:33]4[CH2:37][CH:36]5[CH2:38][O:39][CH2:40][CH:35]5[CH2:34]4)[CH:18]=3)[N:13]=[CH:12][N:11]=2)[CH:5]=[CH:6][C:7]=1[F:8]. The reactants are [Cl:1][C:2]1[CH:3]=[C:4]([NH:9][C:10]2[C:19]3[C:14](=[CH:15][C:16]([O:21][CH3:22])=[C:17]([OH:20])[CH:18]=3)[N:13]=[CH:12][N:11]=2)[CH:5]=[CH:6][C:7]=1[F:8].C([O-])([O-])=O.[K+].[K+].Cl[CH2:30][CH2:31][CH2:32][N:33]1[CH2:37][CH:36]2[CH2:38][O:39][CH2:40][CH:35]2[CH2:34]1.C(Cl)Cl. (3) The reactants are [Br:1][C:2]1[CH:7]=[CH:6][C:5](I)=[CH:4][CH:3]=1.[Li]CCCC.[O:14]1[CH2:17][C:16](=[O:18])[CH2:15]1. The catalyst is CCCCC.C1COCC1. The product is [Br:1][C:2]1[CH:7]=[CH:6][C:5]([C:16]2([OH:18])[CH2:17][O:14][CH2:15]2)=[CH:4][CH:3]=1. The yield is 0.630. (4) The reactants are C([O:3][C:4]([C:6]1[S:10][C:9]([NH:11][C:12](=[O:28])[CH:13]([C:20]2[CH:25]=[CH:24][C:23]([Cl:26])=[C:22]([Cl:27])[CH:21]=2)[CH2:14][CH:15]2[CH2:19][CH2:18][CH2:17][CH2:16]2)=[N:8][CH:7]=1)=O)C.[H-].[Al+3].[Li+].[H-].[H-].[H-]. The catalyst is C(OCC)C. The product is [CH:15]1([CH2:14][CH:13]([C:20]2[CH:25]=[CH:24][C:23]([Cl:26])=[C:22]([Cl:27])[CH:21]=2)[C:12]([NH:11][C:9]2[S:10][C:6]([CH2:4][OH:3])=[CH:7][N:8]=2)=[O:28])[CH2:16][CH2:17][CH2:18][CH2:19]1. The yield is 0.530. (5) The reactants are [C:1]1([C:16]2[CH:21]=[CH:20][CH:19]=[CH:18][CH:17]=2)[CH:6]=[CH:5][CH:4]=[CH:3][C:2]=1[CH2:7][NH:8][C:9]1[CH:14]=[N:13][C:12](Br)=[CH:11][N:10]=1.CC1(C)C(C)(C)OB([C:30]2[CH:31]=[N:32][NH:33][CH:34]=2)O1.C(=O)([O-])[O-].[Na+].[Na+].C(#N)C. The catalyst is [Cl-].[Cl-].C1(P(C2C=CC=CC=2)C2C=CC=CC=2)C=CC=CC=1.[Pd+2].O. The product is [C:1]1([C:16]2[CH:21]=[CH:20][CH:19]=[CH:18][CH:17]=2)[CH:6]=[CH:5][CH:4]=[CH:3][C:2]=1[CH2:7][NH:8][C:9]1[CH:14]=[N:13][C:12]([C:30]2[CH:31]=[N:32][NH:33][CH:34]=2)=[CH:11][N:10]=1. The yield is 0.0310. (6) The yield is 0.970. The reactants are [Cl:1][C:2]1[CH:3]=[C:4]([CH:18]=[CH:19][CH:20]=1)[O:5][C:6]1[CH:7]=[CH:8][C:9]2[N:13]=[C:12]([CH2:14][OH:15])[N:11]([CH3:16])[C:10]=2[CH:17]=1.O[C:22]1[CH:23]=[C:24]([CH:29]=[CH:30][CH:31]=1)[C:25]([O:27][CH3:28])=[O:26].C(P(CCCC)CCCC)CCC.N(C(N1CCCCC1)=O)=NC(N1CCCCC1)=O. The catalyst is C(Cl)Cl. The product is [Cl:1][C:2]1[CH:3]=[C:4]([CH:18]=[CH:19][CH:20]=1)[O:5][C:6]1[CH:7]=[CH:8][C:9]2[N:13]=[C:12]([CH2:14][O:15][C:22]3[CH:23]=[C:24]([CH:29]=[CH:30][CH:31]=3)[C:25]([O:27][CH3:28])=[O:26])[N:11]([CH3:16])[C:10]=2[CH:17]=1.